This data is from Reaction yield outcomes from USPTO patents with 853,638 reactions. The task is: Predict the reaction yield, written as a fraction of the theoretical maximum amount of product (1.0 means a 100% yield; for example, 0.34 means a 34% yield). The reactants are [C:1]([C:5]1[C:10]([N+:11]([O-])=O)=[CH:9][C:8]([OH:14])=[C:7]([Cl:15])[CH:6]=1)([CH3:4])([CH3:3])[CH3:2]. The catalyst is CO.[Ni]. The product is [C:1]([C:5]1[C:10]([NH2:11])=[CH:9][C:8]([OH:14])=[C:7]([Cl:15])[CH:6]=1)([CH3:4])([CH3:2])[CH3:3]. The yield is 0.780.